From a dataset of Full USPTO retrosynthesis dataset with 1.9M reactions from patents (1976-2016). Predict the reactants needed to synthesize the given product. (1) Given the product [CH:72]1([C:78]2([OH:82])[CH2:81][N:80]([C:25](=[O:27])[C@@H:24]([NH:23][C:21]([C@@H:20]([NH:19][C:6](=[O:8])[C:5]3[CH:56]=[CH:57][CH:52]=[CH:53][CH:54]=3)[CH2:37][C:38]3[N:39]=[CH:40][NH:41][CH:42]=3)=[O:22])[CH2:28][C:29]3[CH:30]=[CH:31][C:32]([O:35][CH3:36])=[CH:33][CH:34]=3)[CH2:79]2)[CH2:73][CH2:74][CH2:75][CH2:76][CH2:77]1, predict the reactants needed to synthesize it. The reactants are: ClCCl.F[C:5](F)(F)[C:6]([OH:8])=O.C([NH:19][C@@H:20]([CH2:37][C:38]1[N:39]=[CH:40][NH:41][CH:42]=1)[C:21]([NH:23][C@@H:24]([CH2:28][C:29]1[CH:34]=[CH:33][C:32]([O:35][CH3:36])=[CH:31][CH:30]=1)[C:25]([OH:27])=O)=[O:22])(=O)C1C=CC=CC=1.CN(C(ON1N=N[C:53]2[CH:54]=C[CH:56]=[CH:57][C:52]1=2)=[N+](C)C)C.[B-](F)(F)(F)F.FC(F)(F)C(O)=O.[CH:72]1([C:78]2([OH:82])[CH2:81][NH:80][CH2:79]2)[CH2:77][CH2:76][CH2:75][CH2:74][CH2:73]1.C(=O)([O-])O.[K+]. (2) Given the product [CH2:4]([O:6][C:7](=[N:9][O:10][C:11]1[CH:16]=[CH:15][C:14]([C:17]([OH:19])=[O:18])=[CH:13][CH:12]=1)[CH3:8])[CH3:5], predict the reactants needed to synthesize it. The reactants are: O[Li].O.[CH2:4]([O:6][C:7](=[N:9][O:10][C:11]1[CH:16]=[CH:15][C:14]([C:17]([O:19]CC2C=CC=CC=2)=[O:18])=[CH:13][CH:12]=1)[CH3:8])[CH3:5].C1COCC1.CO.O. (3) Given the product [CH:22]1([N:14]([CH2:13][C:11]2[CH:10]=[C:9]3[C:5]([C:6]([CH3:30])=[N:7][N:8]3[CH2:25][CH2:26][CH2:27][O:28][CH3:29])=[C:4]([OH:1])[CH:12]=2)[C:15](=[O:21])[O:16][C:17]([CH3:20])([CH3:19])[CH3:18])[CH2:24][CH2:23]1, predict the reactants needed to synthesize it. The reactants are: [OH-:1].[K+].Cl[C:4]1[CH:12]=[C:11]([CH2:13][N:14]([CH:22]2[CH2:24][CH2:23]2)[C:15](=[O:21])[O:16][C:17]([CH3:20])([CH3:19])[CH3:18])[CH:10]=[C:9]2[C:5]=1[C:6]([CH3:30])=[N:7][N:8]2[CH2:25][CH2:26][CH2:27][O:28][CH3:29].Cl. (4) Given the product [C:1]([O:5][C:6]([NH:7][C:8]([C:12]1[CH:17]=[C:16]([F:18])[CH:15]=[C:14]([F:19])[CH:13]=1)([CH3:11])[CH2:9][NH:22][C:23]1([C:29]([O:31][CH3:32])=[O:30])[CH2:28][CH2:27][CH2:26][CH2:25][CH2:24]1)=[O:20])([CH3:4])([CH3:3])[CH3:2], predict the reactants needed to synthesize it. The reactants are: [C:1]([O:5][C:6](=[O:20])[NH:7][C:8]([C:12]1[CH:17]=[C:16]([F:18])[CH:15]=[C:14]([F:19])[CH:13]=1)([CH3:11])[CH:9]=O)([CH3:4])([CH3:3])[CH3:2].Cl.[NH2:22][C:23]1([C:29]([O:31][CH3:32])=[O:30])[CH2:28][CH2:27][CH2:26][CH2:25][CH2:24]1.CC(O)=O.[BH3-]C#N.[Na+]. (5) Given the product [CH:39]1([N:34]2[CH2:33][CH2:32][C:31]3[CH:37]=[CH:38][C:28]([O:27][C:24]4[CH:23]=[CH:22][C:21]([C:19]5[O:18][N:17]=[C:16]([CH3:15])[N:20]=5)=[CH:26][N:25]=4)=[CH:29][C:30]=3[CH2:36][CH2:35]2)[CH2:42][CH2:41][CH2:40]1, predict the reactants needed to synthesize it. The reactants are: C(O[BH-](OC(=O)C)OC(=O)C)(=O)C.[Na+].[CH3:15][C:16]1[N:20]=[C:19]([C:21]2[CH:22]=[CH:23][C:24]([O:27][C:28]3[CH:38]=[CH:37][C:31]4[CH2:32][CH2:33][NH:34][CH2:35][CH2:36][C:30]=4[CH:29]=3)=[N:25][CH:26]=2)[O:18][N:17]=1.[C:39]1(=O)[CH2:42][CH2:41][CH2:40]1. (6) Given the product [CH3:1][O:2][C:3]1[CH:8]=[C:7]([O:9][CH3:10])[CH:6]=[CH:5][C:4]=1[CH2:11][N:12]([CH2:14][C:15]1[C:19]([F:20])=[C:18]([C:21]2[C:22]([F:27])=[N:23][CH:24]=[CH:25][CH:26]=2)[N:17]([S:51]([C:45]2[CH:50]=[CH:49][CH:48]=[CH:47][CH:46]=2)(=[O:53])=[O:52])[CH:16]=1)[CH3:13], predict the reactants needed to synthesize it. The reactants are: [CH3:1][O:2][C:3]1[CH:8]=[C:7]([O:9][CH3:10])[CH:6]=[CH:5][C:4]=1[CH2:11][N:12]([CH2:14][C:15]1[C:19]([F:20])=[C:18]([C:21]2[C:22]([F:27])=[N:23][CH:24]=[CH:25][CH:26]=2)[NH:17][CH:16]=1)[CH3:13].[H-].[Na+].C1OCCOCCOCCOCCOC1.[C:45]1([S:51](Cl)(=[O:53])=[O:52])[CH:50]=[CH:49][CH:48]=[CH:47][CH:46]=1.[Cl-].[NH4+]. (7) Given the product [Cl:21][C:22]1[C:27]([C:28]([NH:19][C:14]2[CH:15]=[CH:16][CH:17]=[C:18]3[C:13]=2[N:12]=[CH:11][N:10]=[C:9]3[O:8][CH:5]2[CH2:4][CH2:3][C:2]([CH3:20])([CH3:1])[CH2:7][CH2:6]2)=[O:29])=[C:26]([F:31])[C:25]([CH2:32][NH:33][C:34](=[O:39])[C:35]([CH3:37])([CH3:36])[CH3:38])=[CH:24][CH:23]=1, predict the reactants needed to synthesize it. The reactants are: [CH3:1][C:2]1([CH3:20])[CH2:7][CH2:6][CH:5]([O:8][C:9]2[C:18]3[C:13](=[C:14]([NH2:19])[CH:15]=[CH:16][CH:17]=3)[N:12]=[CH:11][N:10]=2)[CH2:4][CH2:3]1.[Cl:21][C:22]1[C:27]([C:28](O)=[O:29])=[C:26]([F:31])[C:25]([CH2:32][NH:33][C:34](=[O:39])[C:35]([CH3:38])([CH3:37])[CH3:36])=[CH:24][CH:23]=1.C(Cl)(=O)C(Cl)=O.CCN(C(C)C)C(C)C.